From a dataset of Forward reaction prediction with 1.9M reactions from USPTO patents (1976-2016). Predict the product of the given reaction. (1) Given the reactants S([O-])(=O)(=O)C.[C:6]([O:10][C:11]([N:13]1[CH2:17][C@@H:16](OS(C)(=O)=O)[CH2:15][C@H:14]1[C:23](=[O:30])[NH:24][C:25]1([C:28]#[N:29])[CH2:27][CH2:26]1)=[O:12])([CH3:9])([CH3:8])[CH3:7].[CH2:31]([C:33]1[CH:38]=[CH:37][CH:36]=[CH:35][C:34]=1[SH:39])[CH3:32], predict the reaction product. The product is: [C:6]([O:10][C:11]([N:13]1[CH2:17][C@H:16]([S:39][C:34]2[CH:35]=[CH:36][CH:37]=[CH:38][C:33]=2[CH2:31][CH3:32])[CH2:15][C@H:14]1[C:23](=[O:30])[NH:24][C:25]1([C:28]#[N:29])[CH2:26][CH2:27]1)=[O:12])([CH3:7])([CH3:9])[CH3:8]. (2) Given the reactants [CH:1]1([N:5]2[CH2:10][CH2:9][CH:8]([O:11][C:12]3[CH:17]=[CH:16][C:15]([N:18]4[CH:22]=[C:21]([N+:23]([O-])=O)[CH:20]=[N:19]4)=[CH:14][CH:13]=3)[CH2:7][CH2:6]2)[CH2:4][CH2:3][CH2:2]1.[CH3:26]O, predict the reaction product. The product is: [CH:1]1([N:5]2[CH2:6][CH2:7][CH:8]([O:11][C:12]3[CH:17]=[CH:16][C:15]([N:18]4[CH:22]=[C:21]([NH2:23])[CH:20]=[N:19]4)=[CH:14][CH:13]=3)[CH2:9][CH2:10]2)[CH2:26][CH2:4][CH2:3][CH2:2]1.